Dataset: Full USPTO retrosynthesis dataset with 1.9M reactions from patents (1976-2016). Task: Predict the reactants needed to synthesize the given product. (1) Given the product [C:6]([OH:54])(=[O:7])/[CH:5]=[CH:27]/[C:63]([OH:66])=[O:65].[F:35][C:2]([F:34])([F:1])[C:3]1[CH:4]=[C:5]([CH:27]=[C:28]([C:30]([F:33])([F:31])[F:32])[CH:29]=1)[C:6]([N:8]1[CH2:13][CH2:12][C@H:11]([N:14]2[CH2:15][CH2:16][N:17]([CH2:57][CH2:56][CH:44]([C:39]3[CH:40]=[CH:41][C:42]([Cl:43])=[C:37]([Cl:36])[CH:38]=3)[CH2:45][N:46]([CH3:55])[C:47](=[O:54])[C:48]3[CH:49]=[CH:50][CH:51]=[CH:52][CH:53]=3)[CH2:18][CH2:19]2)[CH2:10][C@@H:9]1[CH2:20][C:21]1[CH:26]=[CH:25][CH:24]=[CH:23][CH:22]=1)=[O:7], predict the reactants needed to synthesize it. The reactants are: [F:1][C:2]([F:35])([F:34])[C:3]1[CH:4]=[C:5]([CH:27]=[C:28]([C:30]([F:33])([F:32])[F:31])[CH:29]=1)[C:6]([N:8]1[CH2:13][CH2:12][CH:11]([N:14]2[CH2:19][CH2:18][NH:17][CH2:16][CH2:15]2)[CH2:10][CH:9]1[CH2:20][C:21]1[CH:26]=[CH:25][CH:24]=[CH:23][CH:22]=1)=[O:7].[Cl:36][C:37]1[CH:38]=[C:39]([CH:44]([CH2:56][CH2:57]OS(C)(=O)=O)[CH2:45][N:46]([CH3:55])[C:47](=[O:54])[C:48]2[CH:53]=[CH:52][CH:51]=[CH:50][CH:49]=2)[CH:40]=[CH:41][C:42]=1[Cl:43].[C:63]([O-:66])([OH:65])=O.[Na+]. (2) Given the product [Cl:12][C:13]1[CH:21]=[C:20]2[C:16]([C:17]([NH:22][C:5](=[O:6])[C:4]3[CH:3]=[C:2]([Cl:1])[CH:10]=[C:9]([Cl:11])[CH:8]=3)=[N:18][NH:19]2)=[CH:15][CH:14]=1, predict the reactants needed to synthesize it. The reactants are: [Cl:1][C:2]1[CH:3]=[C:4]([CH:8]=[C:9]([Cl:11])[CH:10]=1)[C:5](Cl)=[O:6].[Cl:12][C:13]1[CH:21]=[C:20]2[C:16]([C:17]([NH2:22])=[N:18][NH:19]2)=[CH:15][CH:14]=1. (3) Given the product [Br:12][C:11]1[CH:1]=[CH:2][C:3]2[N:4]=[C:5]([Cl:16])[N:7]=[N+:8]([O-:13])[C:9]=2[CH:10]=1, predict the reactants needed to synthesize it. The reactants are: [CH:1]1[C:11]([Br:12])=[CH:10][C:9]2[C:3](=[N:4][C:5]([NH:7][N+:8]=2[O-:13])=O)[CH:2]=1.O=P(Cl)(Cl)[Cl:16].